From a dataset of Reaction yield outcomes from USPTO patents with 853,638 reactions. Predict the reaction yield, written as a fraction of the theoretical maximum amount of product (1.0 means a 100% yield; for example, 0.34 means a 34% yield). The reactants are [CH3:1][O:2][CH2:3][C@H:4]([N:6]1[CH2:14][C:13]2[C:8](=[CH:9][CH:10]=[CH:11][C:12]=2[N+:15]([O-])=O)[C:7]1=[O:18])[CH3:5].[H][H]. The catalyst is CO.[Pd]. The product is [NH2:15][C:12]1[CH:11]=[CH:10][CH:9]=[C:8]2[C:13]=1[CH2:14][N:6]([C@H:4]([CH3:5])[CH2:3][O:2][CH3:1])[C:7]2=[O:18]. The yield is 0.920.